This data is from Forward reaction prediction with 1.9M reactions from USPTO patents (1976-2016). The task is: Predict the product of the given reaction. Given the reactants CO[C:3](=O)[NH:4][C:5]1[CH:24]=[CH:23][C:8]2[N:9]([CH2:16][CH:17]3[CH2:22][CH2:21][CH2:20][CH2:19][CH2:18]3)[C:10]([C:12]([CH3:15])([CH3:14])[CH3:13])=[N:11][C:7]=2[CH:6]=1.Cl.CCOCC.[H-].[H-].[H-].[H-].[Li+].[Al+3], predict the reaction product. The product is: [C:12]([C:10]1[N:9]([CH2:16][CH:17]2[CH2:22][CH2:21][CH2:20][CH2:19][CH2:18]2)[C:8]2[CH:23]=[CH:24][C:5]([NH:4][CH3:3])=[CH:6][C:7]=2[N:11]=1)([CH3:15])([CH3:13])[CH3:14].